Dataset: Full USPTO retrosynthesis dataset with 1.9M reactions from patents (1976-2016). Task: Predict the reactants needed to synthesize the given product. Given the product [ClH:37].[ClH:37].[CH2:1]([N:3]([CH2:11][C:12]1[CH:13]=[CH:14][C:15]([CH2:18][N:19]2[CH2:20][CH2:21][N:22]([C:25]3[C:30]([C:31]([O:33][CH:34]([CH3:35])[CH3:36])=[O:32])=[CH:29][CH:28]=[CH:27][N:26]=3)[CH2:23][CH2:24]2)=[CH:16][CH:17]=1)[CH2:4][C:5]1[CH:6]=[CH:7][CH:8]=[CH:9][CH:10]=1)[CH3:2], predict the reactants needed to synthesize it. The reactants are: [CH2:1]([N:3]([CH2:11][C:12]1[CH:17]=[CH:16][C:15]([CH2:18][N:19]2[CH2:24][CH2:23][N:22]([C:25]3[C:30]([C:31]([O:33][CH:34]([CH3:36])[CH3:35])=[O:32])=[CH:29][CH:28]=[CH:27][N:26]=3)[CH2:21][CH2:20]2)=[CH:14][CH:13]=1)[CH2:4][C:5]1[CH:10]=[CH:9][CH:8]=[CH:7][CH:6]=1)[CH3:2].[ClH:37].